Dataset: Forward reaction prediction with 1.9M reactions from USPTO patents (1976-2016). Task: Predict the product of the given reaction. (1) Given the reactants [C:1]([CH2:4][CH:5]1[C:9]2[C:10]([C:16]([NH:18][C:19]3[C:24]([Cl:25])=[CH:23][N:22]=[CH:21][C:20]=3[Cl:26])=[O:17])=[CH:11][CH:12]=[C:13]([O:14][CH3:15])[C:8]=2[O:7][CH2:6]1)([OH:3])=O.[Cl:27][C:28]1[CH:35]=[CH:34][CH:33]=[CH:32][C:29]=1[CH2:30][NH2:31], predict the reaction product. The product is: [Cl:27][C:28]1[CH:35]=[CH:34][CH:33]=[CH:32][C:29]=1[CH2:30][NH:31][C:1]([CH2:4][CH:5]1[C:9]2[C:10]([C:16]([NH:18][C:19]3[C:20]([Cl:26])=[CH:21][N:22]=[CH:23][C:24]=3[Cl:25])=[O:17])=[CH:11][CH:12]=[C:13]([O:14][CH3:15])[C:8]=2[O:7][CH2:6]1)=[O:3]. (2) Given the reactants [NH2:1][C:2]1[CH:7]=[CH:6][C:5]([C:8]2[CH:9]=[CH:10][C:11]3[O:17][CH2:16][CH2:15][N:14](C(OC(C)(C)C)=O)[CH2:13][C:12]=3[CH:25]=2)=[CH:4][C:3]=1[N+:26]([O-:28])=[O:27].[ClH:29], predict the reaction product. The product is: [ClH:29].[ClH:29].[N+:26]([C:3]1[CH:4]=[C:5]([C:8]2[CH:9]=[CH:10][C:11]3[O:17][CH2:16][CH2:15][NH:14][CH2:13][C:12]=3[CH:25]=2)[CH:6]=[CH:7][C:2]=1[NH2:1])([O-:28])=[O:27]. (3) Given the reactants [Cl:1][C:2]1[CH:3]=[C:4]([OH:10])[CH:5]=[C:6]([O:8][CH3:9])[CH:7]=1.[Br:11][C:12]1[CH:13]=[C:14](B(O)O)[CH:15]=[N:16][CH:17]=1.C(N(CC)CC)C, predict the reaction product. The product is: [Br:11][C:12]1[CH:17]=[N:16][CH:15]=[C:14]([O:10][C:4]2[CH:5]=[C:6]([O:8][CH3:9])[CH:7]=[C:2]([Cl:1])[CH:3]=2)[CH:13]=1. (4) Given the reactants [NH:1]1[CH2:6][CH2:5][C:4]2([O:11][C:10](=[O:12])[NH:9][C:8]3[CH:13]=[CH:14][CH:15]=[CH:16][C:7]2=3)[CH2:3][CH2:2]1.[CH2:17]1[O:27][C:20]2([CH2:25][CH2:24][C:23](=O)[CH2:22][CH2:21]2)[O:19][CH2:18]1.C(O)(=O)C.C(O[BH-](OC(=O)C)OC(=O)C)(=O)C.[Na+], predict the reaction product. The product is: [O:19]1[C:20]2([CH2:25][CH2:24][CH:23]([N:1]3[CH2:2][CH2:3][C:4]4([O:11][C:10](=[O:12])[NH:9][C:8]5[CH:13]=[CH:14][CH:15]=[CH:16][C:7]4=5)[CH2:5][CH2:6]3)[CH2:22][CH2:21]2)[O:27][CH2:17][CH2:18]1. (5) The product is: [Cl:1][C:2]1[CH:23]=[C:22]([Cl:24])[CH:21]=[CH:20][C:3]=1[CH2:4][N:5]1[C:9]([CH2:10][CH2:11][C:12]([O:14][CH2:15][CH3:16])=[O:13])=[CH:8][C:7]([CH:17]([CH3:19])[CH3:18])=[N:6]1. Given the reactants [Cl:1][C:2]1[CH:23]=[C:22]([Cl:24])[CH:21]=[CH:20][C:3]=1[CH2:4][N:5]1[C:9](/[CH:10]=[CH:11]/[C:12]([O:14][CH2:15][CH3:16])=[O:13])=[CH:8][C:7]([CH:17]([CH3:19])[CH3:18])=[N:6]1, predict the reaction product. (6) The product is: [CH3:1][N:2]1[CH2:7][CH2:6][N:5]([C:8]([C:10]2[CH:11]=[CH:12][C:13]([C:16]3[CH:17]=[N:18][CH:19]=[C:20]([C:22]4[C:23]5[CH:37]=[CH:36][NH:35][C:24]=5[N:25]=[C:26]([C:28]5[CH:33]=[CH:32][CH:31]=[CH:30][N:29]=5)[N:27]=4)[CH:21]=3)=[CH:14][CH:15]=2)=[O:9])[CH2:4][CH2:3]1. Given the reactants [CH3:1][N:2]1[CH2:7][CH2:6][N:5]([C:8]([C:10]2[CH:15]=[CH:14][C:13]([C:16]3[CH:17]=[N:18][CH:19]=[C:20]([C:22]4[C:23]5[CH:37]=[CH:36][NH:35][C:24]=5[N:25]=[C:26]([C:28]5[CH:33]=[CH:32][CH:31]=[C:30](C)[N:29]=5)[N:27]=4)[CH:21]=3)=[CH:12][CH:11]=2)=[O:9])[CH2:4][CH2:3]1.BrC1C=C(C2C3C=CNC=3N=C(C3C=CC=CN=3)N=2)C=NC=1, predict the reaction product.